From a dataset of hERG potassium channel inhibition data for cardiac toxicity prediction from Karim et al.. Regression/Classification. Given a drug SMILES string, predict its toxicity properties. Task type varies by dataset: regression for continuous values (e.g., LD50, hERG inhibition percentage) or binary classification for toxic/non-toxic outcomes (e.g., AMES mutagenicity, cardiotoxicity, hepatotoxicity). Dataset: herg_karim. (1) The molecule is O=S(=O)(Cc1cc(N2CCOCC2)nc(-c2ccccn2)n1)c1ccccc1. The result is 0 (non-blocker). (2) The compound is CC(C)(C)c1nc(-c2cccc(NS(=O)(=O)c3c(F)cccc3F)c2F)c(-c2ccnc(N)n2)s1. The result is 0 (non-blocker). (3) The molecule is CS(=O)(=O)c1nc(-c2ccccc2Cl)c2c(n1)N(c1c(Cl)cccc1Cl)C(=O)NC2. The result is 1 (blocker). (4) The compound is CCc1cncc(-c2ccc3c(c2)C2(COC(N)=N2)C2(CC2)CO3)c1. The result is 1 (blocker). (5) The compound is NC(=O)c1cnc(NC(C2CC2)C2CC2)c2c1[nH]c1cc(-c3cn[nH]c3)ccc12. The result is 1 (blocker).